From a dataset of Reaction yield outcomes from USPTO patents with 853,638 reactions. Predict the reaction yield, written as a fraction of the theoretical maximum amount of product (1.0 means a 100% yield; for example, 0.34 means a 34% yield). The reactants are [CH:1]1([CH2:4][NH2:5])[CH2:3][CH2:2]1.[CH3:6][C:7]1[CH:12]=[CH:11][C:10]([C:13]2[O:14][C:15]([CH3:18])=[N:16][N:17]=2)=[CH:9][C:8]=1[C:19]1[CH:24]=[CH:23][C:22]([C:25](Cl)=[O:26])=[CH:21][CH:20]=1. The catalyst is C(Cl)Cl. The product is [CH:1]1([CH2:4][NH:5][C:25]([C:22]2[CH:21]=[CH:20][C:19]([C:8]3[CH:9]=[C:10]([C:13]4[O:14][C:15]([CH3:18])=[N:16][N:17]=4)[CH:11]=[CH:12][C:7]=3[CH3:6])=[CH:24][CH:23]=2)=[O:26])[CH2:3][CH2:2]1. The yield is 0.590.